Dataset: NCI-60 drug combinations with 297,098 pairs across 59 cell lines. Task: Regression. Given two drug SMILES strings and cell line genomic features, predict the synergy score measuring deviation from expected non-interaction effect. Drug 1: CC1CCC2CC(C(=CC=CC=CC(CC(C(=O)C(C(C(=CC(C(=O)CC(OC(=O)C3CCCCN3C(=O)C(=O)C1(O2)O)C(C)CC4CCC(C(C4)OC)OCCO)C)C)O)OC)C)C)C)OC. Drug 2: CC12CCC3C(C1CCC2O)C(CC4=C3C=CC(=C4)O)CCCCCCCCCS(=O)CCCC(C(F)(F)F)(F)F. Cell line: HOP-92. Synergy scores: CSS=5.87, Synergy_ZIP=-2.84, Synergy_Bliss=-2.67, Synergy_Loewe=-1.79, Synergy_HSA=0.00944.